Dataset: Reaction yield outcomes from USPTO patents with 853,638 reactions. Task: Predict the reaction yield, written as a fraction of the theoretical maximum amount of product (1.0 means a 100% yield; for example, 0.34 means a 34% yield). (1) The catalyst is CN(C=O)C. The reactants are [C:1]([N:8]([CH:10]1[CH2:14][CH2:13][NH:12][CH2:11]1)[CH3:9])([O:3][C:4]([CH3:7])([CH3:6])[CH3:5])=[O:2].[I-].[K+].C(=O)([O-])[O-].[K+].[K+].Br[CH2:24][CH2:25][CH2:26][CH2:27][CH3:28]. The yield is 0.980. The product is [C:4]([O:3][C:1](=[O:2])[N:8]([CH:10]1[CH2:14][CH2:13][N:12]([CH2:24][CH2:25][CH2:26][CH2:27][CH3:28])[CH2:11]1)[CH3:9])([CH3:6])([CH3:7])[CH3:5]. (2) The reactants are C([Li])CCC.Br[C:7]1[CH:12]=[CH:11][CH:10]=[C:9](Br)[C:8]=1[O:14][CH2:15][CH2:16]Br.[S:18](=[O:20])=[O:19].[Cl:21]NC(=O)CCC(N)=O. The catalyst is O1CCCC1.ClCCl. The product is [O:14]1[C:8]2[CH:9]=[C:10]([S:18]([Cl:21])(=[O:20])=[O:19])[CH:11]=[CH:12][C:7]=2[CH2:16][CH2:15]1. The yield is 0.410. (3) The reactants are [NH2:1][C:2]1[CH:7]=[CH:6][CH:5]=[CH:4][CH:3]=1.N1C=[CH:12][CH:11]=[CH:10][CH:9]=1.[CH3:14][C:15]1[CH:23]=[CH:22][CH:21]=[CH:20][C:16]=1[C:17](Cl)=[O:18]. The catalyst is C1COCC1. The product is [CH3:14][C:15]1[CH:23]=[CH:22][CH:21]=[CH:20][C:16]=1[C:17]([NH:1][C:2]1[C:7]2[CH2:12][CH2:11][CH2:10][CH2:9][C:6]=2[CH:5]=[CH:4][CH:3]=1)=[O:18]. The yield is 0.650. (4) The reactants are C([O:5][C:6]([C:8]1[C:13]([O:14][CH2:15][C:16]2[CH:21]=[CH:20][CH:19]=[CH:18][CH:17]=2)=[C:12]([OH:22])[N:11]=[C:10]([CH2:23][C:24]2[CH:29]=[CH:28][CH:27]=[CH:26][C:25]=2[C:30]2[CH:35]=[CH:34][CH:33]=[CH:32][CH:31]=2)[N:9]=1)=[O:7])(C)(C)C.O.[OH-].[Li+]. The catalyst is O1CCCC1.O. The product is [CH2:15]([O:14][C:13]1[C:8]([C:6]([OH:7])=[O:5])=[N:9][C:10]([CH2:23][C:24]2[CH:29]=[CH:28][CH:27]=[CH:26][C:25]=2[C:30]2[CH:35]=[CH:34][CH:33]=[CH:32][CH:31]=2)=[N:11][C:12]=1[OH:22])[C:16]1[CH:21]=[CH:20][CH:19]=[CH:18][CH:17]=1. The yield is 0.680.